Dataset: Full USPTO retrosynthesis dataset with 1.9M reactions from patents (1976-2016). Task: Predict the reactants needed to synthesize the given product. Given the product [CH:16]([NH:15][C:11]1[C:8]2[C:9]([NH2:10])=[N:5][S:1](=[O:3])(=[O:2])[NH:4][C:7]=2[CH:14]=[CH:13][CH:12]=1)([CH3:18])[CH3:17], predict the reactants needed to synthesize it. The reactants are: [S:1]([NH2:5])([NH2:4])(=[O:3])=[O:2].N[C:7]1[CH:14]=[CH:13][CH:12]=[C:11]([NH:15][CH:16]([CH3:18])[CH3:17])[C:8]=1[C:9]#[N:10].[OH-].[Na+].